This data is from Reaction yield outcomes from USPTO patents with 853,638 reactions. The task is: Predict the reaction yield, written as a fraction of the theoretical maximum amount of product (1.0 means a 100% yield; for example, 0.34 means a 34% yield). (1) The reactants are Br[CH2:2][C:3]([C:5]1[CH:10]=[CH:9][CH:8]=[C:7]([Br:11])[CH:6]=1)=[O:4].[NH:12]1[CH2:16][CH2:15][CH2:14][CH2:13]1.O. The catalyst is CCOCC. The product is [Br:11][C:7]1[CH:6]=[C:5]([C:3](=[O:4])[CH2:2][N:12]2[CH2:16][CH2:15][CH2:14][CH2:13]2)[CH:10]=[CH:9][CH:8]=1. The yield is 0.940. (2) The reactants are [CH3:1][Si:2]([CH3:26])([CH3:25])[CH2:3][CH2:4][O:5][CH2:6][N:7]1[CH:11]=[N:10][C:9]([C:12]2[S:16][C:15]([C:17]3[CH:22]=[CH:21][N:20]=[CH:19][CH:18]=3)=[N:14][C:13]=2[CH:23]=C)=[N:8]1.[O:27]1CCOCC1.N1C(C)=CC=CC=1C.I([O-])(=O)(=O)=O.[Na+]. The catalyst is [Os](=O)(=O)(=O)=O.O. The product is [N:20]1[CH:21]=[CH:22][C:17]([C:15]2[S:16][C:12]([C:9]3[N:10]=[CH:11][N:7]([CH2:6][O:5][CH2:4][CH2:3][Si:2]([CH3:26])([CH3:25])[CH3:1])[N:8]=3)=[C:13]([CH:23]=[O:27])[N:14]=2)=[CH:18][CH:19]=1. The yield is 0.990.